From a dataset of Reaction yield outcomes from USPTO patents with 853,638 reactions. Predict the reaction yield, written as a fraction of the theoretical maximum amount of product (1.0 means a 100% yield; for example, 0.34 means a 34% yield). (1) The reactants are [C:1]([O:5][C:6](=[O:17])[NH:7][CH2:8][C:9]1[CH:14]=[CH:13][C:12]([CH:15]=O)=[CH:11][CH:10]=1)([CH3:4])([CH3:3])[CH3:2].[N:18]1[C:27]2[CH2:26][CH:25]([NH2:28])[CH2:24][CH2:23][C:22]=2[CH:21]=[CH:20][CH:19]=1.[BH4-].[Na+]. The catalyst is CO. The product is [C:1]([O:5][C:6](=[O:17])[NH:7][CH2:8][C:9]1[CH:14]=[CH:13][C:12]([CH2:15][NH:28][CH:25]2[CH2:26][C:27]3[N:18]=[CH:19][CH:20]=[CH:21][C:22]=3[CH2:23][CH2:24]2)=[CH:11][CH:10]=1)([CH3:4])([CH3:3])[CH3:2]. The yield is 1.00. (2) The reactants are [NH2:1][CH2:2][CH2:3][N:4]1[CH2:9][CH2:8][O:7][CH2:6][CH2:5]1.[F:10][C:11]([F:51])([F:50])[C:12]1[CH:13]=[C:14]([CH:43]=[C:44]([C:46]([F:49])([F:48])[F:47])[CH:45]=1)[CH2:15][N:16]1[C:20]([C:21]2[CH:26]=[CH:25][CH:24]=[CH:23][CH:22]=2)=[C:19]([C:27]([C:29]2[C:30]([C:36]3[CH:41]=[CH:40][CH:39]=[CH:38][C:37]=3[Cl:42])=[N:31][O:32][C:33]=2[CH:34]=O)=[O:28])[N:18]=[N:17]1.[BH-](OC(C)=O)(OC(C)=O)OC(C)=O.[Na+]. The catalyst is ClCCCl. The product is [F:50][C:11]([F:10])([F:51])[C:12]1[CH:13]=[C:14]([CH:43]=[C:44]([C:46]([F:47])([F:48])[F:49])[CH:45]=1)[CH2:15][N:16]1[C:20]([C:21]2[CH:26]=[CH:25][CH:24]=[CH:23][CH:22]=2)=[C:19]([C:27]([C:29]2[C:30]([C:36]3[CH:41]=[CH:40][CH:39]=[CH:38][C:37]=3[Cl:42])=[N:31][O:32][C:33]=2[CH2:34][NH:1][CH2:2][CH2:3][N:4]2[CH2:9][CH2:8][O:7][CH2:6][CH2:5]2)=[O:28])[N:18]=[N:17]1. The yield is 0.610. (3) The reactants are F[C:2]1[CH:7]=[CH:6][C:5]([CH:8]2[CH2:10][O:9]2)=[CH:4][CH:3]=1.[OH:11][C:12]1[CH:19]=[CH:18][C:15]([CH:16]=[O:17])=[CH:14][CH:13]=1.[OH-].[Na+]. The catalyst is C1(C)C=CC=CC=1. The product is [OH:9][CH:8]([C:5]1[CH:6]=[CH:7][CH:2]=[CH:3][CH:4]=1)[CH2:10][O:11][C:12]1[CH:19]=[CH:18][C:15]([CH:16]=[O:17])=[CH:14][CH:13]=1. The yield is 0.140. (4) The reactants are [NH2:1][CH:2]([CH2:21][CH2:22][C:23]1[C:32]2[C:27](=[CH:28][CH:29]=[C:30]([O:33][CH3:34])[N:31]=2)[N:26]=[CH:25][CH:24]=1)[CH2:3][CH2:4][CH:5]1[O:9][C:8](=[O:10])[N:7]([C:11]2[CH:20]=[CH:19][C:14]3[O:15][CH2:16][CH2:17][O:18][C:13]=3[CH:12]=2)[CH2:6]1.[C:35](Cl)([CH3:37])=[O:36]. The catalyst is C(Cl)Cl. The product is [O:15]1[C:14]2[CH:19]=[CH:20][C:11]([N:7]3[CH2:6][CH:5]([CH2:4][CH2:3][CH:2]([NH:1][C:35](=[O:36])[CH3:37])[CH2:21][CH2:22][C:23]4[C:32]5[C:27](=[CH:28][CH:29]=[C:30]([O:33][CH3:34])[N:31]=5)[N:26]=[CH:25][CH:24]=4)[O:9][C:8]3=[O:10])=[CH:12][C:13]=2[O:18][CH2:17][CH2:16]1. The yield is 0.880. (5) The reactants are [Cl:1][C:2]1[C:7]([C:8]([NH:10][C:11]2[CH:16]=[C:15]([NH:17][S:18]([CH3:21])(=[O:20])=[O:19])[CH:14]=[C:13]([O:22][CH3:23])[CH:12]=2)=[O:9])=[C:6](Cl)[N:5]=[CH:4][N:3]=1.[NH3:25]. The catalyst is O1CCOCC1. The product is [NH2:25][C:6]1[C:7]([C:8]([NH:10][C:11]2[CH:16]=[C:15]([NH:17][S:18]([CH3:21])(=[O:20])=[O:19])[CH:14]=[C:13]([O:22][CH3:23])[CH:12]=2)=[O:9])=[C:2]([Cl:1])[N:3]=[CH:4][N:5]=1. The yield is 1.00.